This data is from Reaction yield outcomes from USPTO patents with 853,638 reactions. The task is: Predict the reaction yield, written as a fraction of the theoretical maximum amount of product (1.0 means a 100% yield; for example, 0.34 means a 34% yield). (1) The reactants are [C:1]([O:5][C:6]([N:8]1[CH2:12][CH:11]=[C:10]([C:13]2[CH:18]=[CH:17][C:16]([C:19]([OH:21])=[O:20])=[CH:15][C:14]=2[C:22]([F:25])([F:24])[F:23])[CH2:9]1)=[O:7])([CH3:4])([CH3:3])[CH3:2].[H][H]. The catalyst is CO.[Pd]. The product is [C:1]([O:5][C:6]([N:8]1[CH2:12][CH2:11][CH:10]([C:13]2[CH:18]=[CH:17][C:16]([C:19]([OH:21])=[O:20])=[CH:15][C:14]=2[C:22]([F:25])([F:23])[F:24])[CH2:9]1)=[O:7])([CH3:4])([CH3:2])[CH3:3]. The yield is 0.980. (2) The reactants are [CH3:1][C:2]1([CH3:22])[CH:6]([C:7]2[CH:12]=[CH:11][C:10]([CH3:13])=[CH:9][CH:8]=2)[C:5]2[C:14]([CH3:21])=[C:15]([NH2:20])[C:16]([CH3:19])=[C:17]([CH3:18])[C:4]=2[O:3]1.[F:23][C:24]1[CH:32]=[CH:31][C:27]([C:28](Cl)=[O:29])=[CH:26][CH:25]=1. The catalyst is C(OCC)(=O)C.CCCCCC. The product is [F:23][C:24]1[CH:32]=[CH:31][C:27]([C:28]([NH:20][C:15]2[C:16]([CH3:19])=[C:17]([CH3:18])[C:4]3[O:3][C:2]([CH3:22])([CH3:1])[CH:6]([C:7]4[CH:8]=[CH:9][C:10]([CH3:13])=[CH:11][CH:12]=4)[C:5]=3[C:14]=2[CH3:21])=[O:29])=[CH:26][CH:25]=1. The yield is 0.430. (3) The reactants are N[N:2]1[C:7](=[O:8])[C:6]2[C:9]3[CH2:15][CH2:14][N:13]([C:16]([O:18]C(C)(C)C)=O)[CH2:12][C:10]=3[S:11][C:5]=2[N:4]=[C:3]1[CH2:23][CH2:24][CH2:25][CH2:26][N:27]1[CH2:32][CH2:31][N:30]([C:33]2[CH:42]=[CH:41][C:40]3[C:35](=[CH:36][CH:37]=[CH:38][CH:39]=3)[N:34]=2)[CH2:29][CH2:28]1.N([O-])=O.[Na+].[C:47](=O)([O-])O.[Na+]. The catalyst is C(O)(=O)C.O. The product is [C:16]([N:13]1[CH2:14][CH2:15][C:9]2[C:6]3[C:7](=[O:8])[NH:2][C:3]([CH2:23][CH2:24][CH2:25][CH2:26][N:27]4[CH2:28][CH2:29][N:30]([C:33]5[CH:42]=[CH:41][C:40]6[C:35](=[CH:36][CH:37]=[CH:38][CH:39]=6)[N:34]=5)[CH2:31][CH2:32]4)=[N:4][C:5]=3[S:11][C:10]=2[CH2:12]1)(=[O:18])[CH3:47]. The yield is 0.990. (4) The reactants are Cl.[CH3:2][O:3][C:4]1[CH:12]=[C:11]2[C:7]([C:8]3[CH:16]=[CH:15][N:14]=[C:13]([CH3:17])[C:9]=3[NH:10]2)=[CH:6][CH:5]=1.C1COCC1.[H-].[Na+].Cl[CH2:26][CH2:27][N:28]([CH3:36])[C:29](=[O:35])[O:30][C:31]([CH3:34])([CH3:33])[CH3:32]. The catalyst is CN(C=O)C. The product is [CH3:2][O:3][C:4]1[CH:12]=[C:11]2[C:7]([C:8]3[CH:16]=[CH:15][N:14]=[C:13]([CH3:17])[C:9]=3[N:10]2[CH2:26][CH2:27][N:28]([CH3:36])[C:29](=[O:35])[O:30][C:31]([CH3:33])([CH3:32])[CH3:34])=[CH:6][CH:5]=1. The yield is 0.292. (5) The reactants are [S:1]1[CH2:5][CH:4]([C:6]([OH:8])=[O:7])[NH:3][CH2:2]1.S(Cl)([Cl:11])=O.[CH3:13]O. No catalyst specified. The product is [Cl-:11].[CH3:13][O:7][C:6]([CH:4]1[CH2:5][S:1][CH2:2][NH2+:3]1)=[O:8]. The yield is 1.00. (6) The reactants are [OH-:1].[NH4+].[CH3:3][C:4]1[N:5]([C:9]2[CH:10]=[C:11]([C:15]3[O:16][CH:17]=[CH:18][C:19]=3[C:20]([O:22]CC)=[O:21])[CH:12]=[CH:13][CH:14]=2)[CH2:6][CH2:7][N:8]=1.[C:25]([O-])(=O)[CH3:26].[ClH:29]. The catalyst is CO.C1(C)C=CC=CC=1.O. The product is [Cl:29][C:10]1[CH:9]=[C:14]([C@@H:3]([OH:1])[CH2:4][NH:8][CH2:7][CH2:6][NH:5][C:9]2[CH:10]=[C:11]([C:15]3[O:16][CH:17]=[CH:18][C:19]=3[C:20]([OH:22])=[O:21])[CH:12]=[CH:13][CH:14]=2)[CH:13]=[CH:25][CH:26]=1. The yield is 0.950.